Predict the reactants needed to synthesize the given product. From a dataset of Full USPTO retrosynthesis dataset with 1.9M reactions from patents (1976-2016). Given the product [CH2:1]([NH:9][C:10]1[CH:11]=[C:12]([C@@H:16]([NH:18][C:19]2[CH:24]=[N:23][CH:22]=[C:21]([Cl:25])[N:20]=2)[CH3:17])[CH:13]=[CH:14][CH:15]=1)[C:2]1[CH:7]=[CH:6][CH:5]=[CH:4][CH:3]=1, predict the reactants needed to synthesize it. The reactants are: [CH:1](=O)[C:2]1[CH:7]=[CH:6][CH:5]=[CH:4][CH:3]=1.[NH2:9][C:10]1[CH:11]=[C:12]([C@@H:16]([NH:18][C:19]2[CH:24]=[N:23][CH:22]=[C:21]([Cl:25])[N:20]=2)[CH3:17])[CH:13]=[CH:14][CH:15]=1.C(O[BH-](OC(=O)C)OC(=O)C)(=O)C.[Na+].C(=O)([O-])O.[Na+].